From a dataset of Forward reaction prediction with 1.9M reactions from USPTO patents (1976-2016). Predict the product of the given reaction. (1) Given the reactants ClC(OC1C=CC=CC=1)=O.[NH2:11][C:12]1[CH:17]=[C:16]([O:18][C:19]2[CH:24]=[CH:23][C:22]([NH:25][C:26](=[O:35])[O:27][CH2:28][C:29]3[CH:34]=[CH:33][CH:32]=[CH:31][CH:30]=3)=[C:21]([F:36])[CH:20]=2)[CH:15]=[CH:14][N:13]=1.Cl.Cl.Cl.[CH3:40][N:41]([CH3:52])[CH2:42][CH2:43][N:44]1[CH2:49][CH2:48][CH:47]([NH:50][CH3:51])[CH2:46][CH2:45]1.[OH-:53].[Na+].[CH3:55]O, predict the reaction product. The product is: [CH3:40][N:41]([CH3:52])[CH2:42][CH2:43][N:44]1[CH2:45][CH2:46][CH:47]([N:50]([CH3:55])[C:51](=[O:53])[NH:11][C:12]2[CH:17]=[C:16]([O:18][C:19]3[CH:24]=[CH:23][C:22]([NH:25][C:26](=[O:35])[O:27][CH2:28][C:29]4[CH:34]=[CH:33][CH:32]=[CH:31][CH:30]=4)=[C:21]([F:36])[CH:20]=3)[CH:15]=[CH:14][N:13]=2)[CH2:48][CH2:49]1. (2) Given the reactants [OH:1][C:2]1[C@:6]([CH:8]([CH3:10])[CH3:9])([CH3:7])[NH:5][C:4](=[O:11])[CH:3]=1.[CH:12](=O)[C:13]1[CH:18]=[CH:17][CH:16]=[CH:15][CH:14]=1.[F:20][C:21]1[CH:22]=[C:23]2[C:27](=[CH:28][CH:29]=1)[NH:26][CH:25]=[C:24]2[CH3:30], predict the reaction product. The product is: [F:20][C:21]1[CH:22]=[C:23]2[C:27](=[CH:28][CH:29]=1)[NH:26][C:25]([CH:12]([C:13]1[CH:18]=[CH:17][CH:16]=[CH:15][CH:14]=1)[C:3]1[C:4](=[O:11])[NH:5][C@@:6]([CH:8]([CH3:9])[CH3:10])([CH3:7])[C:2]=1[OH:1])=[C:24]2[CH3:30].